This data is from Reaction yield outcomes from USPTO patents with 853,638 reactions. The task is: Predict the reaction yield, written as a fraction of the theoretical maximum amount of product (1.0 means a 100% yield; for example, 0.34 means a 34% yield). (1) The reactants are [Cl:1][C:2]1[C:3]([C:16]2[C:24]3[C:19](=[CH:20][CH:21]=[CH:22][CH:23]=3)[N:18]([S:25]([C:28]3[CH:33]=[CH:32][CH:31]=[CH:30][CH:29]=3)(=[O:27])=[O:26])[CH:17]=2)=[N:4][C:5]([NH:8][C@H:9]2[CH2:14][CH2:13][C@H:12]([NH2:15])[CH2:11][CH2:10]2)=[N:6][CH:7]=1.[C:34]([O:38][C:39]([NH:41][C:42]1[CH:43]=[C:44]([CH:48]=[CH:49][CH:50]=1)[C:45](O)=[O:46])=[O:40])([CH3:37])([CH3:36])[CH3:35].CCN(C(C)C)C(C)C.CN(C(ON1N=NC2C=CC=CC1=2)=[N+](C)C)C.F[P-](F)(F)(F)(F)F. The catalyst is CN(C=O)C.CCOC(C)=O.C([O-])(O)=O.[Na+]. The product is [Cl:1][C:2]1[C:3]([C:16]2[C:24]3[C:19](=[CH:20][CH:21]=[CH:22][CH:23]=3)[N:18]([S:25]([C:28]3[CH:33]=[CH:32][CH:31]=[CH:30][CH:29]=3)(=[O:27])=[O:26])[CH:17]=2)=[N:4][C:5]([NH:8][C@H:9]2[CH2:10][CH2:11][C@H:12]([NH:15][C:45]([C:44]3[CH:43]=[C:42]([NH:41][C:39](=[O:40])[O:38][C:34]([CH3:36])([CH3:35])[CH3:37])[CH:50]=[CH:49][CH:48]=3)=[O:46])[CH2:13][CH2:14]2)=[N:6][CH:7]=1. The yield is 1.00. (2) The reactants are [N+:1]([C:4]1[CH:9]=[CH:8][CH:7]=[CH:6][C:5]=1[S:10](Cl)(=[O:12])=[O:11])([O-:3])=[O:2].[NH2:14][C:15]1[CH:16]=[CH:17][CH:18]=[C:19]2[C:24]=1[N:23]=[CH:22][CH:21]=[CH:20]2. The catalyst is C(Cl)Cl. The product is [N+:1]([C:4]1[CH:9]=[CH:8][CH:7]=[CH:6][C:5]=1[S:10]([NH:14][C:15]1[CH:16]=[CH:17][CH:18]=[C:19]2[C:24]=1[N:23]=[CH:22][CH:21]=[CH:20]2)(=[O:12])=[O:11])([O-:3])=[O:2]. The yield is 0.860. (3) The reactants are [F:1][C:2]1[CH:3]=[C:4]([CH:7]=[C:8]([O:11][CH3:12])[C:9]=1[OH:10])[CH:5]=O.[C:13]1([C:19](=O)[CH2:20][C:21]2[CH:26]=[CH:25][CH:24]=[CH:23][CH:22]=2)[CH:18]=[CH:17][CH:16]=[CH:15][CH:14]=1.[NH2:28][C:29]([NH2:31])=[O:30].Cl. The catalyst is C(O)C. The product is [F:1][C:2]1[CH:3]=[C:4]([CH:5]2[C:20]([C:21]3[CH:26]=[CH:25][CH:24]=[CH:23][CH:22]=3)=[C:19]([C:13]3[CH:18]=[CH:17][CH:16]=[CH:15][CH:14]=3)[NH:31][C:29](=[O:30])[NH:28]2)[CH:7]=[C:8]([O:11][CH3:12])[C:9]=1[OH:10]. The yield is 0.280. (4) The reactants are [Br:1][C:2]1[CH:7]=[CH:6][C:5]([CH2:8][C:9](N)=[O:10])=[C:4]([F:12])[CH:3]=1.[OH-:13].[Na+]. No catalyst specified. The product is [Br:1][C:2]1[CH:7]=[CH:6][C:5]([CH2:8][C:9]([OH:13])=[O:10])=[C:4]([F:12])[CH:3]=1. The yield is 0.380. (5) The product is [CH3:9][C:10]([C:5]1[CH:6]=[CH:7][CH:8]=[C:1]([OH:2])[C:3]=1[OH:4])=[O:11]. The yield is 0.104. The reactants are [C:1]1([C:3](=[CH:5][CH:6]=[CH:7][CH:8]=1)[OH:4])[OH:2].[CH3:9][C:10](O)=[O:11].B(F)(F)F.CCOCC. The catalyst is ClCCl.O. (6) The yield is 0.500. The reactants are [NH2:1][C:2]1[N:3]=[C:4]([NH:12][C@H:13]([C:15]2[N:24]([C:25]3[CH:30]=[CH:29][CH:28]=[CH:27][CH:26]=3)[C:23](=[O:31])[C:22]3[C:17](=[CH:18][CH:19]=[CH:20][C:21]=3Cl)[N:16]=2)[CH3:14])[C:5]2[N:11]=[CH:10][CH:9]=[CH:8][C:6]=2[N:7]=1.[CH3:33][C:34]1[N:39]=[CH:38][C:37](B2OC(C)(C)C(C)(C)O2)=[CH:36][N:35]=1.C1(P(C2CCCCC2)C2C=CC=CC=2C2C(OC(C)C)=CC=CC=2OC(C)C)CCCCC1.C([O-])([O-])=O.[Na+].[Na+]. The catalyst is O1CCOCC1.O.C([O-])(=O)C.[Pd+2].C([O-])(=O)C. The product is [NH2:1][C:2]1[N:3]=[C:4]([NH:12][C@H:13]([C:15]2[N:24]([C:25]3[CH:30]=[CH:29][CH:28]=[CH:27][CH:26]=3)[C:23](=[O:31])[C:22]3[C:17](=[CH:18][CH:19]=[CH:20][C:21]=3[C:37]3[CH:36]=[N:35][C:34]([CH3:33])=[N:39][CH:38]=3)[N:16]=2)[CH3:14])[C:5]2[N:11]=[CH:10][CH:9]=[CH:8][C:6]=2[N:7]=1. (7) The reactants are [CH3:1][C:2]1[O:6][C:5]([C:7]2[CH:12]=[CH:11][CH:10]=[CH:9][CH:8]=2)=[N:4][C:3]=1[CH2:13][O:14][C:15]1[CH:20]=[CH:19][C:18]([CH2:21]O)=[CH:17][N:16]=1.S(Cl)([Cl:25])=O.C(=O)([O-])O.[Na+]. The catalyst is C1(C)C=CC=CC=1. The product is [Cl:25][CH2:21][C:18]1[CH:19]=[CH:20][C:15]([O:14][CH2:13][C:3]2[N:4]=[C:5]([C:7]3[CH:12]=[CH:11][CH:10]=[CH:9][CH:8]=3)[O:6][C:2]=2[CH3:1])=[N:16][CH:17]=1. The yield is 0.900. (8) The reactants are [NH2:1][C:2]1[CH:7]=[C:6]([C:8]([CH3:11])([CH3:10])[CH3:9])[CH:5]=[CH:4][N:3]=1.[Cl:12][C:13]1[C:18]([Cl:19])=[CH:17][CH:16]=[CH:15][C:14]=1[N:20]=[C:21]=[O:22]. The catalyst is C1(C)C=CC=CC=1.CCOC(C)=O. The product is [C:8]([C:6]1[CH:5]=[CH:4][N:3]=[C:2]([NH:1][C:21]([NH:20][C:14]2[CH:15]=[CH:16][CH:17]=[C:18]([Cl:19])[C:13]=2[Cl:12])=[O:22])[CH:7]=1)([CH3:11])([CH3:10])[CH3:9]. The yield is 0.910. (9) The reactants are [Cl:1][C:2]1[CH:25]=[CH:24][C:5]([CH2:6][NH:7][C:8]([C:10]2[CH:11]=[N:12][C:13]3[C:18]([C:19]=2[OH:20])=[CH:17][C:16]([CH2:21][OH:22])=[CH:15][C:14]=3[I:23])=[O:9])=[CH:4][CH:3]=1.[C:26]([O-])([O-])=O.[K+].[K+].CI.CO.C(Cl)Cl. The catalyst is CN(C=O)C. The product is [Cl:1][C:2]1[CH:3]=[CH:4][C:5]([CH2:6][NH:7][C:8]([C:10]2[C:19](=[O:20])[C:18]3[C:13](=[C:14]([I:23])[CH:15]=[C:16]([CH2:21][OH:22])[CH:17]=3)[N:12]([CH3:26])[CH:11]=2)=[O:9])=[CH:24][CH:25]=1. The yield is 0.540. (10) The yield is 0.300. The product is [ClH:19].[F:1][C:2]1[CH:11]=[C:10]2[C:5]([CH:6]=[CH:7][C:8]([CH3:12])=[N:9]2)=[C:4]([N:13]2[CH2:14][CH2:15][N:16]([CH2:20][CH2:21][C:22]3[CH:23]=[CH:24][C:25]4[O:30][CH2:29][C:28](=[O:31])[NH:27][C:26]=4[CH:32]=3)[CH2:17][CH2:18]2)[CH:3]=1. No catalyst specified. The reactants are [F:1][C:2]1[CH:11]=[C:10]2[C:5]([CH:6]=[CH:7][C:8]([CH3:12])=[N:9]2)=[C:4]([N:13]2[CH2:18][CH2:17][NH:16][CH2:15][CH2:14]2)[CH:3]=1.[Cl:19][CH2:20][CH2:21][C:22]1[CH:23]=[CH:24][C:25]2[O:30][CH2:29][C:28](=[O:31])[NH:27][C:26]=2[CH:32]=1.